Dataset: Peptide-MHC class I binding affinity with 185,985 pairs from IEDB/IMGT. Task: Regression. Given a peptide amino acid sequence and an MHC pseudo amino acid sequence, predict their binding affinity value. This is MHC class I binding data. The peptide sequence is MMAKEEELV. The MHC is HLA-A02:01 with pseudo-sequence HLA-A02:01. The binding affinity (normalized) is 0.796.